This data is from Catalyst prediction with 721,799 reactions and 888 catalyst types from USPTO. The task is: Predict which catalyst facilitates the given reaction. (1) Reactant: I[C:2]1[CH:7]=[CH:6][CH:5]=[C:4]([O:8][C:9]([F:12])([F:11])[F:10])[CH:3]=1.[CH2:13]([O:20][C:21](=[O:26])[CH2:22][CH2:23][C:24]#[CH:25])[C:14]1[CH:19]=[CH:18][CH:17]=[CH:16][CH:15]=1.C(N(CC)CC)C. Product: [CH2:13]([O:20][C:21](=[O:26])[CH2:22][CH2:23][C:24]#[C:25][C:2]1[CH:7]=[CH:6][CH:5]=[C:4]([O:8][C:9]([F:12])([F:11])[F:10])[CH:3]=1)[C:14]1[CH:19]=[CH:18][CH:17]=[CH:16][CH:15]=1. The catalyst class is: 10. (2) Reactant: [F:1][C:2]([Si](C)(C)C)([F:4])[F:3].O.O.O.[F-].C([N+:17]([CH2:26][CH2:27][CH2:28][CH3:29])([CH2:22][CH2:23]CC)CCCC)CCC.Cl.C(=O)(O)[O-:32].[Na+]. Product: [F:1][C:2]([F:4])([F:3])[CH:29]([C:28]1[CH:23]=[CH:22][N:17]=[CH:26][CH:27]=1)[OH:32]. The catalyst class is: 7. (3) Reactant: Cl[C:2]1[C:11]([Cl:12])=[N:10][C:9]2[C:4](=[CH:5][CH:6]=[CH:7][CH:8]=2)[N:3]=1.[F:13][C:14]1[CH:19]=[CH:18][CH:17]=[CH:16][C:15]=1[S:20]([NH2:23])(=[O:22])=[O:21].C(=O)([O-])[O-].[K+].[K+]. Product: [Cl:12][C:11]1[C:2]([NH:23][S:20]([C:15]2[CH:16]=[CH:17][CH:18]=[CH:19][C:14]=2[F:13])(=[O:22])=[O:21])=[N:3][C:4]2[C:9]([N:10]=1)=[CH:8][CH:7]=[CH:6][CH:5]=2. The catalyst class is: 16. (4) Reactant: [Cl:1][C:2]1[CH:8]=[CH:7][C:5]([NH2:6])=[C:4]([C:9]2[CH:14]=[C:13]([O:15][CH3:16])[N:12]=[CH:11][N:10]=2)[CH:3]=1.[F:17][C:18]([F:29])([F:28])[C:19](O[C:19](=[O:20])[C:18]([F:29])([F:28])[F:17])=[O:20]. The catalyst class is: 2. Product: [Cl:1][C:2]1[CH:8]=[CH:7][C:5]([NH:6][C:19](=[O:20])[C:18]([F:29])([F:28])[F:17])=[C:4]([C:9]2[CH:14]=[C:13]([O:15][CH3:16])[N:12]=[CH:11][N:10]=2)[CH:3]=1. (5) Reactant: [OH:1][C:2]1[CH:7]=[CH:6][C:5]([C:8]2[NH:9][C:10](=[O:23])[C:11]3[C:16]([C:17]=2[N+:18]([O-:20])=[O:19])=[CH:15][CH:14]=[C:13]([O:21][CH3:22])[CH:12]=3)=[CH:4][CH:3]=1.[C:24]([O-:27])([O-])=[O:25].[K+].[K+]. Product: [C:24](=[O:25])([O:1][C:2]1[CH:7]=[CH:6][C:5]([C:8]2[NH:9][C:10](=[O:23])[C:11]3[C:16]([C:17]=2[N+:18]([O-:20])=[O:19])=[CH:15][CH:14]=[C:13]([O:21][CH3:22])[CH:12]=3)=[CH:4][CH:3]=1)[O:27][C:5]([CH3:8])([CH3:6])[CH3:4]. The catalyst class is: 18. (6) Reactant: [Si]([O:8][CH:9]([CH:21]1[CH2:30][CH2:29][C:28]2[C:23](=[CH:24][CH:25]=[C:26]([O:31][C:32]3[CH:37]=[CH:36][CH:35]=[CH:34][CH:33]=3)[CH:27]=2)[CH2:22]1)[C:10]1[O:11][C:12]([C:15]2[CH:20]=[CH:19][CH:18]=[CH:17][N:16]=2)=[CH:13][N:14]=1)(C(C)(C)C)(C)C.[N+](CCCC)(CCCC)(CCCC)CCCC.[F-]. Product: [O:31]([C:26]1[CH:27]=[C:28]2[C:23](=[CH:24][CH:25]=1)[CH2:22][CH:21]([CH:9]([C:10]1[O:11][C:12]([C:15]3[CH:20]=[CH:19][CH:18]=[CH:17][N:16]=3)=[CH:13][N:14]=1)[OH:8])[CH2:30][CH2:29]2)[C:32]1[CH:37]=[CH:36][CH:35]=[CH:34][CH:33]=1. The catalyst class is: 49.